This data is from Catalyst prediction with 721,799 reactions and 888 catalyst types from USPTO. The task is: Predict which catalyst facilitates the given reaction. (1) Reactant: [H-].[Na+].[C:3]1([C:9]2[C:17]3[C:12](=[CH:13][CH:14]=[CH:15][CH:16]=3)[NH:11][N:10]=2)[CH:8]=[CH:7][CH:6]=[CH:5][CH:4]=1.Br[CH2:19][C:20]1[S:21][CH:22]=[C:23]([C:25]([O:27]CC)=[O:26])[N:24]=1.O. Product: [C:3]1([C:9]2[C:17]3[C:12](=[CH:13][CH:14]=[CH:15][CH:16]=3)[N:11]([CH2:19][C:20]3[S:21][CH:22]=[C:23]([C:25]([OH:27])=[O:26])[N:24]=3)[N:10]=2)[CH:4]=[CH:5][CH:6]=[CH:7][CH:8]=1. The catalyst class is: 9. (2) Reactant: [CH3:1][O:2][C:3](=[O:15])[C:4]1[CH:9]=[CH:8][C:7]([OH:10])=[C:6]([C:11]([CH3:14])([CH3:13])[CH3:12])[CH:5]=1.C(=O)([O-])[O-].[Cs+].[Cs+].[CH3:22][N:23]([CH3:27])[C:24](Cl)=[S:25]. Product: [CH3:1][O:2][C:3](=[O:15])[C:4]1[CH:9]=[CH:8][C:7]([O:10][C:24](=[S:25])[N:23]([CH3:27])[CH3:22])=[C:6]([C:11]([CH3:12])([CH3:14])[CH3:13])[CH:5]=1. The catalyst class is: 10. (3) Reactant: C(Cl)(Cl)Cl.[C:5]([C:7]1[CH:25]=[CH:24][C:10]([O:11][CH2:12][CH2:13][CH2:14][CH:15]2[CH2:20][CH2:19][N:18](C([O-])=O)[CH2:17][CH2:16]2)=[CH:9][CH:8]=1)#[N:6].FC(F)(F)C(O)=O. Product: [NH:18]1[CH2:19][CH2:20][CH:15]([CH2:14][CH2:13][CH2:12][O:11][C:10]2[CH:9]=[CH:8][C:7]([C:5]#[N:6])=[CH:25][CH:24]=2)[CH2:16][CH2:17]1. The catalyst class is: 6. (4) Reactant: Br[C:2]1[CH:3]=[C:4]([NH:10][C:11]2[CH:12]=[C:13]3[C:19]([CH3:20])=[N:18][N:17]([CH3:21])[C:14]3=[CH:15][N:16]=2)[C:5](=[O:9])[N:6]([CH3:8])[CH:7]=1.[C:22]([O:25][CH2:26][C:27]1[C:28]([N:42]2[CH2:53][CH2:52][N:51]3[C:44](=[CH:45][C:46]4[CH2:47][C:48]([CH3:55])([CH3:54])[CH2:49][C:50]=43)[C:43]2=[O:56])=[N:29][CH:30]=[CH:31][C:32]=1B1OC(C)(C)C(C)(C)O1)(=[O:24])[CH3:23].[O-]P([O-])([O-])=O.[K+].[K+].[K+].C([O-])(=O)C.[Na+]. Product: [C:22]([O:25][CH2:26][C:27]1[C:28]([N:42]2[CH2:53][CH2:52][N:51]3[C:44](=[CH:45][C:46]4[CH2:47][C:48]([CH3:55])([CH3:54])[CH2:49][C:50]=43)[C:43]2=[O:56])=[N:29][CH:30]=[CH:31][C:32]=1[C:2]1[CH:3]=[C:4]([NH:10][C:11]2[CH:12]=[C:13]3[C:19]([CH3:20])=[N:18][N:17]([CH3:21])[C:14]3=[CH:15][N:16]=2)[C:5](=[O:9])[N:6]([CH3:8])[CH:7]=1)(=[O:24])[CH3:23]. The catalyst class is: 543. (5) Product: [Cl:1][C:2]1[C:7]([C:8]2[N:9]=[C:10]([N:20]3[CH2:21][CH2:22][O:23][CH2:24][CH2:25]3)[S:11][C:12]=2[C:13]2[CH:18]=[CH:17][N:16]=[C:15]([CH3:38])[N:14]=2)=[CH:6][CH:5]=[CH:4][C:3]=1[NH:26][S:27]([C:30]1[CH:35]=[C:34]([F:36])[CH:33]=[CH:32][C:31]=1[F:37])(=[O:29])=[O:28]. Reactant: [Cl:1][C:2]1[C:7]([C:8]2[N:9]=[C:10]([N:20]3[CH2:25][CH2:24][O:23][CH2:22][CH2:21]3)[S:11][C:12]=2[C:13]2[CH:18]=[CH:17][N:16]=[C:15](Cl)[N:14]=2)=[CH:6][CH:5]=[CH:4][C:3]=1[NH:26][S:27]([C:30]1[CH:35]=[C:34]([F:36])[CH:33]=[CH:32][C:31]=1[F:37])(=[O:29])=[O:28].[CH3:38][Zn]C.C1(C)C=CC=CC=1. The catalyst class is: 75. (6) Reactant: [BH4-].[Na+].CO.[Cl:5][C:6]1[CH:27]=[CH:26][C:9]([O:10][C:11]2[N:16]=[C:15]3[S:17][C:18]([NH:20][C:21]([CH:23]4[CH2:25][CH2:24]4)=[O:22])=[N:19][C:14]3=[CH:13][CH:12]=2)=[CH:8][C:7]=1[NH:28]C(=O)C(F)(F)F. Product: [NH2:28][C:7]1[CH:8]=[C:9]([CH:26]=[CH:27][C:6]=1[Cl:5])[O:10][C:11]1[N:16]=[C:15]2[S:17][C:18]([NH:20][C:21]([CH:23]3[CH2:25][CH2:24]3)=[O:22])=[N:19][C:14]2=[CH:13][CH:12]=1. The catalyst class is: 162.